Task: Predict the product of the given reaction.. Dataset: Forward reaction prediction with 1.9M reactions from USPTO patents (1976-2016) (1) The product is: [F:9][C:10]1[CH:15]=[C:14]([OH:16])[C:13]([O:17][CH3:18])=[CH:12][C:11]=1[C:5](=[O:7])[CH3:6]. Given the reactants [Al+3].[Cl-].[Cl-].[Cl-].[C:5](Cl)(=[O:7])[CH3:6].[F:9][C:10]1[CH:11]=[CH:12][C:13]([O:17][CH3:18])=[C:14]([OH:16])[CH:15]=1.O, predict the reaction product. (2) Given the reactants C1(C(C2C=CC=CC=2)[N:8]2[CH2:11][CH:10]([O:12][C:13]3[CH:18]=[CH:17][CH:16]=[CH:15][CH:14]=3)[CH2:9]2)C=CC=CC=1.[Cl:25]CCCl.ClC(OC(Cl)C)=O, predict the reaction product. The product is: [ClH:25].[O:12]([CH:10]1[CH2:11][NH:8][CH2:9]1)[C:13]1[CH:14]=[CH:15][CH:16]=[CH:17][CH:18]=1. (3) Given the reactants Br[CH:2]([CH2:18][CH2:19][CH3:20])[CH2:3][N:4]([N:13]1[CH:17]=[N:16][N:15]=[CH:14]1)[C:5]1[CH:12]=[CH:11][C:8]([C:9]#[N:10])=[CH:7][CH:6]=1.[OH:21][C:22]1[CH:27]=[CH:26][C:25]([SH:28])=[CH:24][CH:23]=1.C(=O)([O-])[O-].[K+].[K+].C(OCC)(=O)C, predict the reaction product. The product is: [OH:21][C:22]1[CH:27]=[CH:26][C:25]([S:28][CH2:20][CH2:19][CH2:18][CH2:2][CH2:3][N:4]([N:13]2[CH:17]=[N:16][N:15]=[CH:14]2)[C:5]2[CH:12]=[CH:11][C:8]([C:9]#[N:10])=[CH:7][CH:6]=2)=[CH:24][CH:23]=1. (4) Given the reactants [Cl:1][C:2]1[CH:22]=[CH:21][CH:20]=[C:19]([C:23]([F:26])([F:25])[F:24])[C:3]=1[C:4]([N:6]1[C:14]2[C:9](=[C:10]([F:15])[CH:11]=[CH:12][CH:13]=2)[C:8]([C:16](O)=[O:17])=[N:7]1)=[O:5].CN([C:30]([O:34][N:35]1N=NC2C=CC=N[C:36]1=2)=[N+](C)C)C.F[P-](F)(F)(F)(F)F.Cl.CNOC.CCN(CC)CC, predict the reaction product. The product is: [Cl:1][C:2]1[CH:22]=[CH:21][CH:20]=[C:19]([C:23]([F:26])([F:24])[F:25])[C:3]=1[C:4]([N:6]1[C:14]2[C:9](=[C:10]([F:15])[CH:11]=[CH:12][CH:13]=2)[C:8]([C:16]([N:35]([O:34][CH3:30])[CH3:36])=[O:17])=[N:7]1)=[O:5]. (5) Given the reactants C([N:8]1[CH2:17][CH2:16][C:15]2[C:14]([NH:18][C:19]3[CH:24]=[CH:23][CH:22]=[CH:21][CH:20]=3)=[N:13][CH:12]=[N:11][C:10]=2[CH2:9]1)C1C=CC=CC=1, predict the reaction product. The product is: [C:19]1([NH:18][C:14]2[C:15]3[CH2:16][CH2:17][NH:8][CH2:9][C:10]=3[N:11]=[CH:12][N:13]=2)[CH:20]=[CH:21][CH:22]=[CH:23][CH:24]=1.